From a dataset of Forward reaction prediction with 1.9M reactions from USPTO patents (1976-2016). Predict the product of the given reaction. (1) Given the reactants [Cl:1][C:2]([Cl:37])([Cl:36])[C:3]([O:6][C:7]([N:9]1[CH:14]2[C:15]([C:28]([O:30]CC)=[O:29])=[C:16]([C:18]3[CH:23]=[CH:22][CH:21]=[C:20]([CH2:24][CH:25]([OH:27])[CH3:26])[CH:19]=3)[CH2:17][CH:10]1[CH2:11][N:12]([C:33](=[O:35])[CH3:34])[CH2:13]2)=[O:8])([CH3:5])[CH3:4].[OH-].[Na+].Cl, predict the reaction product. The product is: [Cl:37][C:2]([Cl:1])([Cl:36])[C:3]([O:6][C:7]([N:9]1[CH:14]2[C:15]([C:28]([OH:30])=[O:29])=[C:16]([C:18]3[CH:23]=[CH:22][CH:21]=[C:20]([CH2:24][CH:25]([OH:27])[CH3:26])[CH:19]=3)[CH2:17][CH:10]1[CH2:11][N:12]([C:33](=[O:35])[CH3:34])[CH2:13]2)=[O:8])([CH3:4])[CH3:5]. (2) Given the reactants [Br:1][C:2]1[CH:3]=[CH:4][C:5]([F:16])=[C:6]([CH:15]=1)[CH2:7][C:8]1[CH:13]=[CH:12][C:11]([OH:14])=[CH:10][CH:9]=1.[H-].[Na+].I[CH2:20][CH3:21], predict the reaction product. The product is: [Br:1][C:2]1[CH:3]=[CH:4][C:5]([F:16])=[C:6]([CH2:7][C:8]2[CH:13]=[CH:12][C:11]([O:14][CH2:20][CH3:21])=[CH:10][CH:9]=2)[CH:15]=1.